Token-level Classification. Given an antigen amino acid sequence, predict which amino acid positions are active epitope sites capable of antibody binding. Output is a list of indices for active positions. From a dataset of B-cell epitopes from IEDB database with 3,159 antigens for binding position prediction. (1) Given the antigen sequence: MELLAASRACIFFGLVTVLDAWGVQQVELSEGAWAMIDGRDVLTPTNTTTRVTKAWTFLETPPGCAGDISVKKVCVSHSLCEDNIIIGKHCNLLTGEHGIALAEFNVVNGSLRRTDDVYFVNGTVFPILAETRSVLQIHRATPSIAGVYTLHVSIDGMMKHSVVLLTVKKPPKQPQPRLRVKTPPPVTVPQVPVKTHTDFVVHGYHSRVYADGESFELSVNLESHIVEPSFSAEIQWYYMNTSSSSCDLFRVFETCIFHPTAMACLHPEQHTCSFTSPIRATKILHRVYGNCSDHGNSWPSRCHSTLLGNRLYFIQPAQNRVDLLFEDTPASATGLYVFVLLYNGHPEAWTYTLLSTANHFMNVLTDVTRPRLGEHFYTDLGHKIITPHPSVATTEELGAWTRHYLAFLLVIICTCAALLVALVVWGYILYIRSNRKPYEVLNPFETVYTSVPSNDPSDEVLVFERLASDSDDSFDSDSDEELEYPPPPKPAPQLPPYQF..., which amino acid positions are active epitope sites? The epitope positions are: [168, 169, 170, 171, 172, 173, 174, 175, 176, 177, 178, 179, 180, 181, 182, 183, 184, 185, 186, 187]. The amino acids at these positions are: KKPPKQPQPRLRVKTPPPVT. (2) Given the antigen sequence: MLRGPGPGLLLLAVQCLGTAVPSTGASKSKRQAQQMVQPQSPVAVSQSKPGCYDNGKHYQINQQWERTYLGNALVCTCYGGSRGFNCESKPEAEETCFDKYTGNTYRVGDTYERPKDSMIWDCTCIGAGRGRISCTIANRCHEGGQSYKIGDTWRRPHETGGYMLECVCLGNGKGEWTCKPIAEKCFDHAAGTSYVVGETWEKPYQGWMMVDCTCLGEGSGRITCTSRNRCNDQDTRTSYRIGDTWSKKDNRGNLLQCICTGNGRGEWKCERHTSVQTTSSGSGPFTDVRAAVYQPQPHPQPPPYGHCVTDSGVVYSVGMQWLKTQGNKQMLCTCLGNGVSCQETAVTQTYGGNSNGEPCVLPFTYNGRTFYSCTTEGRQDGHLWCSTTSNYEQDQKYSFCTDHTVLVQTQGGNSNGALCHFPFLYNNHNYTDCTSEGRRDNMKWCGTTQNYDADQKFGFCPMAAHEEICTTNEGVMYRIGDQWDKQHDMGHMMRCTCVG..., which amino acid positions are active epitope sites? The epitope positions are: [1798, 1799, 1800, 1801, 1802, 1803]. The amino acids at these positions are: LTSRPA.